Dataset: Reaction yield outcomes from USPTO patents with 853,638 reactions. Task: Predict the reaction yield, written as a fraction of the theoretical maximum amount of product (1.0 means a 100% yield; for example, 0.34 means a 34% yield). The reactants are [NH:1](C(OCC1C=CC=CC=1)=O)[C@H:2]([C:10]([NH:12][CH2:13][C:14]([NH:16][C@H:17]([C:19]([NH:21][C@H:22]([C:27]([O:29][CH3:30])=[O:28])[CH2:23][CH:24]([CH3:26])[CH3:25])=[O:20])[CH3:18])=[O:15])=[O:11])[CH2:3][C:4]1[CH:9]=[CH:8][CH:7]=[CH:6][CH:5]=1. The catalyst is C(O)C.[Pd]. The product is [NH2:1][C@H:2]([C:10]([NH:12][CH2:13][C:14]([NH:16][C@H:17]([C:19]([NH:21][C@H:22]([C:27]([O:29][CH3:30])=[O:28])[CH2:23][CH:24]([CH3:26])[CH3:25])=[O:20])[CH3:18])=[O:15])=[O:11])[CH2:3][C:4]1[CH:5]=[CH:6][CH:7]=[CH:8][CH:9]=1. The yield is 0.800.